Dataset: Catalyst prediction with 721,799 reactions and 888 catalyst types from USPTO. Task: Predict which catalyst facilitates the given reaction. Reactant: N(C(OCC)=O)=NC(OCC)=O.[CH3:13][N:14]([CH2:16][CH:17]1[CH2:26][CH2:25][C:24]2[C:19](=[CH:20][CH:21]=[C:22]([OH:27])[CH:23]=2)[CH2:18]1)[CH3:15].[CH3:28][O:29][C:30]1[CH:45]=[CH:44][C:33]([CH2:34][O:35][C:36]2[CH:43]=[CH:42][C:39]([CH2:40]O)=[CH:38][CH:37]=2)=[CH:32][CH:31]=1.C1(P(C2C=CC=CC=2)C2C=CC=CC=2)C=CC=CC=1. Product: [CH3:15][N:14]([CH2:16][CH:17]1[CH2:26][CH2:25][C:24]2[C:19](=[CH:20][CH:21]=[C:22]([O:27][CH2:40][C:39]3[CH:42]=[CH:43][C:36]([O:35][CH2:34][C:33]4[CH:32]=[CH:31][C:30]([O:29][CH3:28])=[CH:45][CH:44]=4)=[CH:37][CH:38]=3)[CH:23]=2)[CH2:18]1)[CH3:13]. The catalyst class is: 1.